This data is from Full USPTO retrosynthesis dataset with 1.9M reactions from patents (1976-2016). The task is: Predict the reactants needed to synthesize the given product. Given the product [NH2:35][CH2:34][CH:13]1[S:12][CH:11]([C:9]2[O:10][C:6]([Cl:5])=[CH:7][CH:8]=2)[C:16]2=[C:17]3[N:29]([CH3:30])[C:28](=[O:31])[N:27]([CH3:32])[C:26](=[O:33])[C:18]3=[C:19]([C:20]3[S:21][CH:22]=[C:23]([CH3:25])[N:24]=3)[N:15]2[CH2:14]1, predict the reactants needed to synthesize it. The reactants are: C(CN)O.[Cl:5][C:6]1[O:10][C:9]([CH:11]2[C:16]3=[C:17]4[N:29]([CH3:30])[C:28](=[O:31])[N:27]([CH3:32])[C:26](=[O:33])[C:18]4=[C:19]([C:20]4[S:21][CH:22]=[C:23]([CH3:25])[N:24]=4)[N:15]3[CH2:14][CH:13]([CH2:34][N:35]3C(=O)C4C(=CC=CC=4)C3=O)[S:12]2)=[CH:8][CH:7]=1.